This data is from Peptide-MHC class I binding affinity with 185,985 pairs from IEDB/IMGT. The task is: Regression. Given a peptide amino acid sequence and an MHC pseudo amino acid sequence, predict their binding affinity value. This is MHC class I binding data. (1) The peptide sequence is ARKARAAPL. The MHC is HLA-B08:01 with pseudo-sequence HLA-B08:01. The binding affinity (normalized) is 0.563. (2) The peptide sequence is IEFIEVVRL. The MHC is HLA-A68:02 with pseudo-sequence HLA-A68:02. The binding affinity (normalized) is 0.0847. (3) The peptide sequence is SPKIDRGWV. The MHC is HLA-A26:01 with pseudo-sequence HLA-A26:01. The binding affinity (normalized) is 0.0847. (4) The peptide sequence is MYEMHRESLL. The MHC is HLA-A29:02 with pseudo-sequence HLA-A29:02. The binding affinity (normalized) is 0.150. (5) The peptide sequence is MPVMKRYSA. The MHC is HLA-B08:01 with pseudo-sequence HLA-B08:01. The binding affinity (normalized) is 0.804.